The task is: Regression. Given a peptide amino acid sequence and an MHC pseudo amino acid sequence, predict their binding affinity value. This is MHC class II binding data.. This data is from Peptide-MHC class II binding affinity with 134,281 pairs from IEDB. (1) The peptide sequence is MVVERLGDYLVEQGM. The MHC is DRB1_1001 with pseudo-sequence DRB1_1001. The binding affinity (normalized) is 0.330. (2) The peptide sequence is RPRWCDERVSSDQSA. The MHC is HLA-DQA10501-DQB10402 with pseudo-sequence HLA-DQA10501-DQB10402. The binding affinity (normalized) is 0.273. (3) The peptide sequence is AAPANDKFTVFEAAF. The MHC is HLA-DQA10201-DQB10202 with pseudo-sequence HLA-DQA10201-DQB10202. The binding affinity (normalized) is 0.693. (4) The peptide sequence is RVIAQGPTATFEAMY. The MHC is DRB1_1101 with pseudo-sequence DRB1_1101. The binding affinity (normalized) is 0.118.